Dataset: Catalyst prediction with 721,799 reactions and 888 catalyst types from USPTO. Task: Predict which catalyst facilitates the given reaction. (1) Reactant: [CH3:1][O:2][CH2:3][CH2:4][N:5]([CH2:21][C@@H:22]1[CH2:24][C@H:23]1[CH3:25])[C:6]1[CH:7]=[C:8]([CH:12]=[C:13]([N:15]([CH3:20])[S:16]([CH3:19])(=[O:18])=[O:17])[N:14]=1)[C:9](O)=[O:10].C(N(C(C)C)CC)(C)C.[C:35]([NH:42][NH2:43])([O:37][C:38]([CH3:41])([CH3:40])[CH3:39])=[O:36].C1C=NC2N(O)N=NC=2C=1.C(Cl)CCl. Product: [CH3:1][O:2][CH2:3][CH2:4][N:5]([CH2:21][C@@H:22]1[CH2:24][C@H:23]1[CH3:25])[C:6]1[CH:7]=[C:8]([CH:12]=[C:13]([N:15]([CH3:20])[S:16]([CH3:19])(=[O:17])=[O:18])[N:14]=1)[C:9]([NH:43][NH:42][C:35]([O:37][C:38]([CH3:41])([CH3:40])[CH3:39])=[O:36])=[O:10]. The catalyst class is: 91. (2) Reactant: [O-]CC.[Na+].C(O[C:8](=[O:20])[CH:9]([C:18]#[N:19])[CH2:10][CH:11](OCC)OCC)C.[CH3:21][C:22]([CH3:27])([CH3:26])[C:23]([NH2:25])=[NH:24]. Product: [C:22]([C:23]1[NH:25][C:18]2[NH:19][CH:11]=[CH:10][C:9]=2[C:8](=[O:20])[N:24]=1)([CH3:27])([CH3:26])[CH3:21]. The catalyst class is: 14. (3) Product: [Cl:1][C:2]1[CH:7]=[CH:6][C:5]([C:8]2[C:12]([CH2:13][CH2:14][C:15]([NH2:20])=[O:17])=[CH:11][O:10][N:9]=2)=[CH:4][CH:3]=1. Reactant: [Cl:1][C:2]1[CH:7]=[CH:6][C:5]([C:8]2[C:12]([CH2:13][CH2:14][C:15]([OH:17])=O)=[CH:11][O:10][N:9]=2)=[CH:4][CH:3]=1.C([N:20](CC)CC)C.C(Cl)(=O)OCC.N. The catalyst class is: 132. (4) Reactant: [N:1]1([CH2:6][C@@H:7]2[C@H:10]([NH:11]C(=O)OCC3C=CC=CC=3)[C:9](=[O:22])[NH:8]2)[CH:5]=[N:4][CH:3]=[N:2]1.C(O)=O. Product: [N:1]1([CH2:6][C@H:7]2[NH:8][C:9](=[O:22])[C@H:10]2[NH2:11])[CH:5]=[N:4][CH:3]=[N:2]1. The catalyst class is: 19. (5) Reactant: [F:1][C:2]1[CH:3]=[C:4]([C@:8]23[CH2:24][CH2:23][C:18]4([O:22][CH2:21][CH2:20][O:19]4)[C@@H:17]([CH3:25])[C@@H:9]2[CH2:10][CH2:11][C:12]2[C:16]3=[N:15][NH:14][CH:13]=2)[CH:5]=[CH:6][CH:7]=1.C(N(CC)CC)C.[CH3:33][N:34]([CH3:39])[S:35](Cl)(=[O:37])=[O:36]. Product: [F:1][C:2]1[CH:3]=[C:4]([C@:8]23[CH2:24][CH2:23][C:18]4([O:22][CH2:21][CH2:20][O:19]4)[C@@H:17]([CH3:25])[C@@H:9]2[CH2:10][CH2:11][C:12]2[C:16]3=[N:15][N:14]([S:35]([N:34]([CH3:39])[CH3:33])(=[O:37])=[O:36])[CH:13]=2)[CH:5]=[CH:6][CH:7]=1. The catalyst class is: 11. (6) The catalyst class is: 21. Reactant: CC(C)=O.OS(O)(=O)=O.O=[Cr](=O)=O.[OH:14][C@H:15]1[C@:19]2([CH3:33])[CH2:20][C@H:21]3[C@H:30]([CH2:31][C@H:18]2[CH2:17][CH2:16]1)[C@@H:29]1[C@H:24]([CH2:25][C:26](=[O:32])[CH2:27][CH2:28]1)[CH2:23][CH2:22]3.CC(O)C. Product: [CH3:33][C@:19]12[C:15](=[O:14])[CH2:16][CH2:17][C@@H:18]1[CH2:31][C@H:30]1[C@@H:21]([CH2:22][CH2:23][C@@H:24]3[C@@H:29]1[CH2:28][CH2:27][C:26](=[O:32])[CH2:25]3)[CH2:20]2. (7) Reactant: [F:8][C:7]([F:10])([F:9])[C:6](O[C:6](=[O:11])[C:7]([F:10])([F:9])[F:8])=[O:11].[C:14]([O:18][C:19]([N:21]1[CH2:26][CH2:25][NH:24][CH2:23][CH:22]1[CH2:27][CH2:28][OH:29])=[O:20])([CH3:17])([CH3:16])[CH3:15].C(N(CC)CC)C. Product: [C:14]([O:18][C:19]([N:21]1[CH2:26][CH2:25][N:24]([C:6](=[O:11])[C:7]([F:8])([F:9])[F:10])[CH2:23][CH:22]1[CH2:27][CH2:28][OH:29])=[O:20])([CH3:17])([CH3:16])[CH3:15]. The catalyst class is: 4. (8) Reactant: [N:1]([C:4]1[CH:9]=[CH:8][CH:7]=[C:6]([C:10]([F:13])([F:12])[F:11])[CH:5]=1)=[C:2]=[O:3].[F:14][C:15]1[CH:21]=[C:20]([I:22])[CH:19]=[CH:18][C:16]=1[NH2:17]. Product: [F:14][C:15]1[CH:21]=[C:20]([I:22])[CH:19]=[CH:18][C:16]=1[NH:17][C:2]([NH:1][C:4]1[CH:9]=[CH:8][CH:7]=[C:6]([C:10]([F:11])([F:12])[F:13])[CH:5]=1)=[O:3]. The catalyst class is: 7. (9) Reactant: [NH:1]1[CH:5]=[CH:4][N:3]=[C:2]1[CH2:6][NH:7][CH2:8][C:9]1[CH:28]=[CH:27][CH:26]=[CH:25][C:10]=1C(NCCCCN(CCC)CCC)=O.C([O:34][CH3:35])(OC)OC.C([N:43]1[CH2:49][CH2:48][CH2:47][C@H:44]1[CH:45]=O)(OC(C)(C)C)=O.[C:50]([BH3-])#[N:51].[Na+].[C:54](O)(=O)[CH3:55]. Product: [CH2:26]([N:51]([CH2:50][CH2:54][CH3:55])[CH2:25][CH2:10][CH2:9][CH2:8][NH:7][C:35](=[O:34])[C:26]1[CH:25]=[CH:10][C:9]([CH2:8][N:7]([CH2:6][C:2]2[NH:1][CH:5]=[CH:4][N:3]=2)[CH2:45][C@@H:44]2[CH2:47][CH2:48][CH2:49][NH:43]2)=[CH:28][CH:27]=1)[CH2:27][CH3:28]. The catalyst class is: 5.